This data is from Forward reaction prediction with 1.9M reactions from USPTO patents (1976-2016). The task is: Predict the product of the given reaction. (1) Given the reactants [F:1][C:2]1[CH:7]=[CH:6][CH:5]=[C:4]([F:8])[C:3]=1[C:9]([NH:11][C:12]1[CH:13]=[C:14]([CH:19]=[CH:20][C:21]=1[F:22])[C:15]([O:17]C)=O)=[O:10].[Cl:23][C:24]1[N:29]=[C:28]([CH3:30])[CH:27]=[CH:26][N:25]=1.[Li+].C[Si]([N-][Si](C)(C)C)(C)C, predict the reaction product. The product is: [Cl:23][C:24]1[N:29]=[C:28]([CH2:30][C:15]([C:14]2[CH:19]=[CH:20][C:21]([F:22])=[C:12]([NH:11][C:9](=[O:10])[C:3]3[C:4]([F:8])=[CH:5][CH:6]=[CH:7][C:2]=3[F:1])[CH:13]=2)=[O:17])[CH:27]=[CH:26][N:25]=1. (2) Given the reactants [CH3:1][O:2][C:3]1[CH:8]=[CH:7][C:6]([C:9]2([CH3:16])[NH:14][C:13](=O)[CH2:12][O:11][CH2:10]2)=[CH:5][CH:4]=1.[CH3:17][NH2:18], predict the reaction product. The product is: [CH3:1][O:2][C:3]1[CH:8]=[CH:7][C:6]([C:9]2([CH3:16])[CH2:10][O:11][CH2:12][C:13]([CH2:17][NH2:18])=[N:14]2)=[CH:5][CH:4]=1. (3) The product is: [I:1][C:2]1[CH:7]=[C:6]([N+:8]([O-:10])=[O:9])[CH:5]=[CH:4][C:3]=1[C:16]#[N:17]. Given the reactants [I:1][C:2]1[CH:7]=[C:6]([N+:8]([O-:10])=[O:9])[CH:5]=[CH:4][C:3]=1N.N([O-])=O.[Na+].[C-:16]#[N:17].[K+], predict the reaction product. (4) Given the reactants [NH:1]1[CH2:5][CH:4]=[C:3]([C:6]2[N:29]([S:30]([C:33]3[CH:38]=[CH:37][CH:36]=[CH:35][CH:34]=3)(=[O:32])=[O:31])[C:9]3=[N:10][CH:11]=[CH:12][C:13]([C:14]4[CH:15]=[CH:16][C:17]([O:22][CH:23]5[CH2:28][CH2:27][O:26][CH2:25][CH2:24]5)=[C:18]([CH:21]=4)[C:19]#[N:20])=[C:8]3[CH:7]=2)[CH2:2]1.[C:39](O)(=[O:42])[CH2:40][OH:41].CN(C(ON1N=NC2C=CC=NC1=2)=[N+](C)C)C.F[P-](F)(F)(F)(F)F.C(N(CC)C(C)C)(C)C, predict the reaction product. The product is: [OH:42][CH2:39][C:40]([N:1]1[CH2:5][CH:4]=[C:3]([C:6]2[N:29]([S:30]([C:33]3[CH:34]=[CH:35][CH:36]=[CH:37][CH:38]=3)(=[O:32])=[O:31])[C:9]3=[N:10][CH:11]=[CH:12][C:13]([C:14]4[CH:15]=[CH:16][C:17]([O:22][CH:23]5[CH2:24][CH2:25][O:26][CH2:27][CH2:28]5)=[C:18]([CH:21]=4)[C:19]#[N:20])=[C:8]3[CH:7]=2)[CH2:2]1)=[O:41].